From a dataset of Forward reaction prediction with 1.9M reactions from USPTO patents (1976-2016). Predict the product of the given reaction. Given the reactants C(OC([NH:8][C:9]1([CH3:35])[C:13]2([CH2:15][CH2:14]2)[CH2:12][N:11]([C:16]2[C:17]([F:34])=[CH:18][C:19]3[C:29](=[O:30])[C:28]([C:31]([OH:33])=[O:32])=[CH:27][N:21]4[C@@H:22]([CH3:26])[CH2:23][O:24][C:25]=2[C:20]=34)[CH2:10]1)=O)(C)(C)C, predict the reaction product. The product is: [NH2:8][C:9]1([CH3:35])[C:13]2([CH2:15][CH2:14]2)[CH2:12][N:11]([C:16]2[C:17]([F:34])=[CH:18][C:19]3[C:29](=[O:30])[C:28]([C:31]([OH:33])=[O:32])=[CH:27][N:21]4[C@@H:22]([CH3:26])[CH2:23][O:24][C:25]=2[C:20]=34)[CH2:10]1.